The task is: Predict the reaction yield, written as a fraction of the theoretical maximum amount of product (1.0 means a 100% yield; for example, 0.34 means a 34% yield).. This data is from Reaction yield outcomes from USPTO patents with 853,638 reactions. (1) The catalyst is C1COCC1. The reactants are [Cl-].[Ce+3].[Cl-].[Cl-].[CH:5](/[Mg]Br)=[CH:6]\[CH3:7].CON(C)[C:13](=[O:45])[CH2:14][N:15]([C@@H:23]([C:33](=[CH2:44])[CH2:34][CH2:35][O:36][Si:37]([CH3:43])([CH3:42])[C:38]([CH3:41])([CH3:40])[CH3:39])[CH2:24][O:25][Si:26]([CH3:32])([CH3:31])[C:27]([CH3:30])([CH3:29])[CH3:28])[C:16](=[O:22])[O:17][C:18]([CH3:21])([CH3:20])[CH3:19]. The product is [CH3:28][C:27]([CH3:30])([Si:26]([CH3:31])([CH3:32])[O:25][CH2:24][C@@H:23]([N:15]([CH2:14][C:13](=[O:45])[CH:5]=[CH:6][CH3:7])[C:16](=[O:22])[O:17][C:18]([CH3:21])([CH3:20])[CH3:19])[C:33](=[CH2:44])[CH2:34][CH2:35][O:36][Si:37]([CH3:42])([CH3:43])[C:38]([CH3:39])([CH3:40])[CH3:41])[CH3:29]. The yield is 0.760. (2) The reactants are Cl[C:2]1[CH:7]=[C:6]([C:8]2[CH:9]=[C:10]3[C:15](=[O:16])[NH:14][CH2:13][CH2:12][N:11]3[CH:17]=2)[CH:5]=[CH:4][N:3]=1.[NH2:18][C:19]1[CH:20]=[C:21](B(O)O)[CH:22]=[CH:23][C:24]=1[O:25][CH3:26].C(=O)([O-])[O-].[Cs+].[Cs+].O1CCOCC1.O. The catalyst is C1C=CC(P(C2C=CC=CC=2)[C-]2C=CC=C2)=CC=1.C1C=CC(P(C2C=CC=CC=2)[C-]2C=CC=C2)=CC=1.Cl[Pd]Cl.[Fe+2].O. The product is [NH2:18][C:19]1[CH:20]=[C:21]([C:2]2[CH:7]=[C:6]([C:8]3[CH:9]=[C:10]4[C:15](=[O:16])[NH:14][CH2:13][CH2:12][N:11]4[CH:17]=3)[CH:5]=[CH:4][N:3]=2)[CH:22]=[CH:23][C:24]=1[O:25][CH3:26]. The yield is 0.380. (3) The reactants are [C:1]1([CH:7]2[CH2:12][CH2:11][CH2:10][C:9](=[N:13]O)[CH2:8]2)[CH:6]=[CH:5][CH:4]=[CH:3][CH:2]=1.[H-].[Al+3].[Li+].[H-].[H-].[H-].O.[OH-].[Na+]. The catalyst is C1COCC1.CCOC(C)=O. The product is [C:1]1([CH:7]2[CH2:12][CH2:11][CH2:10][CH:9]([NH2:13])[CH2:8]2)[CH:6]=[CH:5][CH:4]=[CH:3][CH:2]=1. The yield is 0.740.